Dataset: Full USPTO retrosynthesis dataset with 1.9M reactions from patents (1976-2016). Task: Predict the reactants needed to synthesize the given product. (1) Given the product [C:1]([O:5][C@@H:6]([C:12]1[C:13]([CH3:27])=[N:14][C:15]2[N:16]([N:19]=[C:20]([C:22]([O:24][CH2:25][CH3:26])=[O:23])[CH:21]=2)[C:17]=1[C:30]1[CH:31]=[CH:32][C:33]2[O:34][CH2:35][CH2:36][NH:37][C:38]=2[C:29]=1[Cl:28])[C:7]([O:9][CH2:10][CH3:11])=[O:8])([CH3:4])([CH3:3])[CH3:2], predict the reactants needed to synthesize it. The reactants are: [C:1]([O:5][C@@H:6]([C:12]1[C:13]([CH3:27])=[N:14][C:15]2[N:16]([N:19]=[C:20]([C:22]([O:24][CH2:25][CH3:26])=[O:23])[CH:21]=2)[C:17]=1I)[C:7]([O:9][CH2:10][CH3:11])=[O:8])([CH3:4])([CH3:3])[CH3:2].[Cl:28][C:29]1[C:38]2[NH:37][CH2:36][CH2:35][O:34][C:33]=2[CH:32]=[CH:31][C:30]=1B1OC(C)(C)C(C)(C)O1.C([O-])([O-])=O.[Na+].[Na+]. (2) Given the product [F:24][C:18]1[C:17]([C:13]2[CH:12]=[C:11]([N:9]3[CH:10]=[C:6]([C:4]([C:30]4[S:31][C:27]([CH3:26])=[CH:28][N:29]=4)=[O:5])[N:7]=[CH:8]3)[CH:16]=[CH:15][CH:14]=2)=[C:22]([F:23])[CH:21]=[CH:20][N:19]=1, predict the reactants needed to synthesize it. The reactants are: CON(C)[C:4]([C:6]1[N:7]=[CH:8][N:9]([C:11]2[CH:16]=[CH:15][CH:14]=[C:13]([C:17]3[C:18]([F:24])=[N:19][CH:20]=[CH:21][C:22]=3[F:23])[CH:12]=2)[CH:10]=1)=[O:5].[CH3:26][C:27]1[S:31][CH:30]=[N:29][CH:28]=1. (3) Given the product [N+:24]([C:21]1[CH:22]=[CH:23][C:18]([O:16][CH:13]2[CH2:14][CH2:15][N:10]([C:8]([O:7][C:3]([CH3:6])([CH3:4])[CH3:5])=[O:9])[CH2:11][CH2:12]2)=[N:19][CH:20]=1)([O-:26])=[O:25], predict the reactants needed to synthesize it. The reactants are: [H-].[Na+].[C:3]([O:7][C:8]([N:10]1[CH2:15][CH2:14][CH:13]([OH:16])[CH2:12][CH2:11]1)=[O:9])([CH3:6])([CH3:5])[CH3:4].Cl[C:18]1[CH:23]=[CH:22][C:21]([N+:24]([O-:26])=[O:25])=[CH:20][N:19]=1. (4) The reactants are: [C:1]([N:4]1[CH2:9][CH2:8][N:7]([C:10]2[N:15]=[C:14]([O:16][CH2:17][CH2:18][O:19]CC3C=CC=CC=3)[C:13]([NH:27][C:28]([C:30]3[C:34]4[C:35](=[O:49])[N:36]([CH2:39][CH2:40][O:41]CC5C=CC=CC=5)[CH2:37][CH2:38][C:33]=4[O:32][CH:31]=3)=[O:29])=[CH:12][CH:11]=2)[CH2:6][CH2:5]1)(=[O:3])[CH3:2].C(N1CCN(C2N=C(OCC)C(NC(C3C4C(=O)N(CCOCC5C=CC=CC=5)CCC=4OC=3)=O)=CC=2)CC1)(=O)C. Given the product [C:1]([N:4]1[CH2:5][CH2:6][N:7]([C:10]2[N:15]=[C:14]([O:16][CH2:17][CH2:18][OH:19])[C:13]([NH:27][C:28]([C:30]3[C:34]4[C:35](=[O:49])[N:36]([CH2:39][CH2:40][OH:41])[CH2:37][CH2:38][C:33]=4[O:32][CH:31]=3)=[O:29])=[CH:12][CH:11]=2)[CH2:8][CH2:9]1)(=[O:3])[CH3:2], predict the reactants needed to synthesize it.